Dataset: Reaction yield outcomes from USPTO patents with 853,638 reactions. Task: Predict the reaction yield, written as a fraction of the theoretical maximum amount of product (1.0 means a 100% yield; for example, 0.34 means a 34% yield). The reactants are [CH:1]1([CH2:4][N:5]([C:14]2[CH:15]=[CH:16][CH:17]=[C:18]3[C:22]=2[NH:21][C:20]([C:23]2[S:24][C:25]([CH2:28]O)=[CH:26][N:27]=2)=[CH:19]3)[S:6]([C:9]2[S:10][CH:11]=[CH:12][CH:13]=2)(=[O:8])=[O:7])[CH2:3][CH2:2]1.CN(C)C=O.O1CCCC1.S(Cl)([Cl:42])=O. The catalyst is C(OCC)(=O)C.[Cl-].[Na+].O. The product is [Cl:42][CH2:28][C:25]1[S:24][C:23]([C:20]2[NH:21][C:22]3[C:18]([CH:19]=2)=[CH:17][CH:16]=[CH:15][C:14]=3[N:5]([CH2:4][CH:1]2[CH2:3][CH2:2]2)[S:6]([C:9]2[S:10][CH:11]=[CH:12][CH:13]=2)(=[O:8])=[O:7])=[N:27][CH:26]=1. The yield is 0.970.